This data is from Human liver microsome stability data. The task is: Regression/Classification. Given a drug SMILES string, predict its absorption, distribution, metabolism, or excretion properties. Task type varies by dataset: regression for continuous measurements (e.g., permeability, clearance, half-life) or binary classification for categorical outcomes (e.g., BBB penetration, CYP inhibition). Dataset: hlm. (1) The drug is CS(=O)(=O)CCCOc1ccc2c(c1)CCC1(CCN(C3CCC3)CC1)O2. The result is 0 (unstable in human liver microsomes). (2) The molecule is C[C@@H]1C[C@H](N)C[C@H](c2ccncc2NC(=O)c2csc(-c3c(F)cccc3F)n2)C1. The result is 0 (unstable in human liver microsomes). (3) The compound is C=Cc1cc2cc([C@]3(OC)C[C@@H](C(=O)N[C@]4(C(=O)NS(=O)(=O)C5CC5)C[C@H]4C=C)N(C(=O)[C@@H](NC(=O)OC(C)(C)C)C(C)(C)C)C3)ccc2cc1OC. The result is 0 (unstable in human liver microsomes). (4) The result is 1 (stable in human liver microsomes). The molecule is COc1ccc2c(c1)C(=O)CCN2c1nc(C)nc2ccccc12. (5) The drug is CC(C)[C@]1(C(=O)N2C[C@@H]3C[C@H]2CN3C(=O)C2CCC2)CC[C@@H](NC2CCOCC2)C1. The result is 0 (unstable in human liver microsomes). (6) The molecule is Nc1nc(NC2CCNCC2)c2sc(-c3ccc(C(F)(F)F)cc3)cc2n1. The result is 0 (unstable in human liver microsomes).